From a dataset of Drug-target binding data from BindingDB using IC50 measurements. Regression. Given a target protein amino acid sequence and a drug SMILES string, predict the binding affinity score between them. We predict pIC50 (pIC50 = -log10(IC50 in M); higher means more potent). Dataset: bindingdb_ic50. (1) The drug is COc1ccnc(CS(=O)c2nc3ccc(OC(F)F)cc3[nH]2)c1OC. The target protein (Q86VL8) has sequence MDSLQDTVALDHGGCCPALSRLVPRGFGTEMWTLFALSGPLFLFQVLTFMIYIVSTVFCGHLGKVELASVTLAVAFVNVCGVSVGVGLSSACDTLMSQSFGSPNKKHVGVILQRGALVLLLCCLPCWALFLNTQHILLLFRQDPDVSRLTQDYVMIFIPGLPVIFLYNLLAKYLQNQGWLKGQEEESPFQTPGLSILHPSHSHLSRASFHLFQKITWPQVLSGVVGNCVNGVANYALVSVLNLGVRGSAYANIISQFAQTVFLLLYIVLKKLHLETWAGWSSQCLQDWGPFFSLAVPSMLMICVEWWAYEIGSFLMGLLSVVDLSAQAVIYEVATVTYMIPLGLSIGVCVRVGMALGAADTVQAKRSAVSGVLSIVGISLVLGTLISILKNQLGHIFTNDEDVIALVSQVLPVYSVFHVFEAICCVYGGVLRGTGKQAFGAAVNAITYYIIGLPLGILLTFVVRMRIMGLWLGMLACVFLATAAFVAYTARLDWKLAAEE.... The pIC50 is 4.4. (2) The compound is Cc1ncc(-c2cn3ccnc3c(Nc3ccc(N4CCN(C5COC5)CC4)c(OCCO)c3)n2)nc1N. The target protein (P08962) has sequence MAVEGGMKCVKFLLYVLLLAFCACAVGLIAVGVGAQLVLSQTIIQGATPGSLLPVVIIAVGVFLFLVAFVGCCGACKENYCLMITFAIFLSLIMLVEVAAAIAGYVFRDKVMSEFNNNFRQQMENYPKNNHTASILDRMQADFKCCGAANYTDWEKIPSMSKNRVPDSCCINVTVGCGINFNEKAIHKEGCVEKIGGWLRKNVLVVAAAALGIAFVEVLGIVFACCLVKSIRSGYEVM. The pIC50 is 6.8. (3) The small molecule is Cc1cccc(CN(Cc2ccccc2)S(=O)(=O)c2ccc(C(=O)O)cc2)c1. The target protein (Q9NYV8) has sequence MGGVIKSIFTFVLIVEFIIGNLGNSFIALVNCIDWVKGRKISSVDRILTALAISRISLVWLIFGSWCVSVFFPALFATEKMFRMLTNIWTVINHFSVWLATGLGTFYFLKIANFSNSIFLYLKWRVKKVVLVLLLVTSVFLFLNIALINIHINASINGYRRNKTCSSDSSNFTRFSSLIVLTSTVFIFIPFTLSLAMFLLLIFSMWKHRKKMQHTVKISGDASTKAHRGVKSVITFFLLYAIFSLSFFISVWTSERLEENLIILSQVMGMAYPSCHSCVLILGNKKLRQASLSVLLWLRYMFKDGEPSGHKEFRESS. The pIC50 is 5.6. (4) The drug is Cc1cncc(-c2cc3c(cn2)cnn3-c2cccc(C3(F)CCCNC3)n2)n1. The target protein sequence is MGPAAPLALPPPALPDPAGEPARGQPRQRPQSSSDSPSALRASRSQSRNATRSLSPGRRLSPSSLRRRCCSSRHRRRTDTLEVGMLLSKINSLAHLRARPCNDLHATKLAPGKEKEPLESQYQVGPLLGSGGFGSVYSGIRVADNLPVAIKHVEKDRISDWGELPNGTRVPMEVVLLKKVSSDFSGVIRLLDWFERPDSFVLILERPEPVQDLFDFITERGALQEDLARGFFWQVLEAVRHCHNCGVLHRDIKDENILIDLSRGEIKLIDFGSGALLKDTVYTDFDGTRVYSPPEWIRYHRYHGRSAAVWSLGILLYDMVCGDIPFEHDEEIIKGQVFFRQTVSSECQHLIKWCLSLRPSDRPSFEEIRNHPWMQGDLLPQAASEIHLHSLSPGSSK. The pIC50 is 6.1.